This data is from Full USPTO retrosynthesis dataset with 1.9M reactions from patents (1976-2016). The task is: Predict the reactants needed to synthesize the given product. The reactants are: [CH:1]([P:4]([CH:6]([CH3:8])[CH3:7])Cl)([CH3:3])[CH3:2].[C:9]1([CH3:17])[CH:14]=[CH:13][C:12]([Mg]Br)=[CH:11][CH:10]=1. Given the product [CH:1]([P:4]([CH:6]([CH3:8])[CH3:7])[C:12]1[CH:13]=[CH:14][C:9]([CH3:17])=[CH:10][CH:11]=1)([CH3:3])[CH3:2], predict the reactants needed to synthesize it.